From a dataset of Forward reaction prediction with 1.9M reactions from USPTO patents (1976-2016). Predict the product of the given reaction. (1) The product is: [CH2:1]([N:8]1[CH2:12][C:11](=[O:13])[NH:10][C:9]1=[O:14])[C:2]1[CH:3]=[CH:4][CH:5]=[CH:6][CH:7]=1.[CH:19]1([CH2:18][C:11]([NH2:10])=[O:13])[CH2:20][CH2:21][CH2:22][CH2:23][CH2:24]1. Given the reactants [CH2:1]([N:8]1[CH2:12][C:11](=[O:13])[NH:10][C:9]1=[O:14])[C:2]1[CH:7]=[CH:6][CH:5]=[CH:4][CH:3]=1.N([CH2:18][CH:19]1[CH2:24][CH2:23][CH2:22][CH2:21][CH2:20]1)=C=O, predict the reaction product. (2) Given the reactants [N+:1]([C:4]1[CH:20]=[CH:19][C:7]([C:8]([NH:10][C:11]([CH2:14][C:15]([CH3:18])([CH3:17])[CH3:16])([CH3:13])[CH3:12])=[O:9])=[CH:6][CH:5]=1)([O-])=O.[H][H], predict the reaction product. The product is: [NH2:1][C:4]1[CH:20]=[CH:19][C:7]([C:8]([NH:10][C:11]([CH2:14][C:15]([CH3:18])([CH3:17])[CH3:16])([CH3:12])[CH3:13])=[O:9])=[CH:6][CH:5]=1. (3) The product is: [CH3:1][O:2][N:3]([CH3:21])[C:4]([C@H:6]1[CH2:10][N:9]([C:11]([O:13][C:14]([CH3:17])([CH3:15])[CH3:16])=[O:12])[CH2:8][C@@H:7]1[C:18]([O:20][C:22]([CH3:25])([CH3:24])[CH3:23])=[O:19])=[O:5]. Given the reactants [CH3:1][O:2][N:3]([CH3:21])[C:4]([C@H:6]1[CH2:10][N:9]([C:11]([O:13][C:14]([CH3:17])([CH3:16])[CH3:15])=[O:12])[CH2:8][C@@H:7]1[C:18]([O-:20])=[O:19])=[O:5].[C:22](OC(O[C:22]([CH3:25])([CH3:24])[CH3:23])N(C)C)([CH3:25])([CH3:24])[CH3:23], predict the reaction product. (4) Given the reactants [C:1]([O:5][C:6]([N:8]1[CH2:13][CH2:12][CH2:11][CH:10]([O:14][C:15]2[CH:20]=[CH:19][CH:18]=[CH:17][C:16]=2Br)[CH2:9]1)=[O:7])([CH3:4])([CH3:3])[CH3:2].[NH:22]1[CH2:27][CH2:26][NH:25][CH2:24][CH2:23]1.C1C=CC(P(C2C(C3C(P(C4C=CC=CC=4)C4C=CC=CC=4)=CC=C4C=3C=CC=C4)=C3C(C=CC=C3)=CC=2)C2C=CC=CC=2)=CC=1.CC(C)([O-])C.[Na+], predict the reaction product. The product is: [C:1]([O:5][C:6]([N:8]1[CH2:13][CH2:12][CH2:11][CH:10]([O:14][C:15]2[CH:20]=[CH:19][CH:18]=[CH:17][C:16]=2[N:22]2[CH2:27][CH2:26][NH:25][CH2:24][CH2:23]2)[CH2:9]1)=[O:7])([CH3:4])([CH3:3])[CH3:2]. (5) Given the reactants [NH2:1][C:2]1[CH:3]=[C:4]([NH:18][C:19]([C:21]2[CH:26]=[CH:25][C:24]([Cl:27])=[CH:23][CH:22]=2)=[O:20])[CH:5]=[CH:6][C:7]=1[C:8]1[C:9]([C:14]([F:17])([F:16])[F:15])=[N:10][NH:11][C:12]=1[CH3:13].NC1C=C(C=CC=1N1C(C)=CC(C(F)(F)F)=N1)[C:32]([NH:34][C:35]1[CH:40]=[CH:39][C:38](Cl)=[CH:37][CH:36]=1)=[O:33].[N:55]1C=CC=C[CH:56]=1, predict the reaction product. The product is: [Cl:27][C:24]1[CH:23]=[CH:22][C:21]([C:19]([NH:18][C:4]2[CH:5]=[CH:6][C:7]([C:8]3[C:9]([C:14]([F:17])([F:15])[F:16])=[N:10][NH:11][C:12]=3[CH3:13])=[C:2]([NH:1][C:32]([NH:34][C:35]3[CH:36]=[CH:37][CH:38]=[C:39]([C:56]#[N:55])[CH:40]=3)=[O:33])[CH:3]=2)=[O:20])=[CH:26][CH:25]=1. (6) Given the reactants C1([NH:7][S:8](=[O:11])(=[O:10])[OH:9])CCCCC1.[CH3:12][N:13]1[CH2:18][CH2:17][N:16]([CH2:19][C:20]2[CH:48]=[CH:47][C:23]([C:24]([NH:26][C:27]3[CH:32]=[CH:31][C:30]([CH3:33])=[C:29]([NH:34][C:35]4[N:40]=[C:39]([C:41]5[CH:42]=[N:43][CH:44]=[CH:45][CH:46]=5)[CH:38]=[CH:37][N:36]=4)[CH:28]=3)=[O:25])=[CH:22][CH:21]=2)[CH2:15][CH2:14]1, predict the reaction product. The product is: [CH3:12][N:13]1[CH2:18][CH2:17][N:16]([CH2:19][C:20]2[CH:21]=[CH:22][C:23]([C:24]([NH:26][C:27]3[CH:32]=[CH:31][C:30]([CH3:33])=[C:29]([NH:34][C:35]4[N:40]=[C:39]([C:41]5[CH:42]=[N:43][CH:44]=[CH:45][CH:46]=5)[CH:38]=[CH:37][N:36]=4)[CH:28]=3)=[O:25])=[CH:47][CH:48]=2)[CH2:15][CH2:14]1.[S:8](=[O:10])(=[O:9])([O-:11])[NH2:7].